This data is from Full USPTO retrosynthesis dataset with 1.9M reactions from patents (1976-2016). The task is: Predict the reactants needed to synthesize the given product. Given the product [CH3:28][O:29][C:2]([C:3](=[O:4])[C:5]1[CH:6]=[CH:7][CH:8]=[CH:9][CH:10]=1)=[O:55], predict the reactants needed to synthesize it. The reactants are: C[C:2](N1CCOCC1)(C)[C:3]([C:5]1[CH:10]=[CH:9][C:8](SC)=[CH:7][CH:6]=1)=[O:4].C(C(N(C)C)(CC)[C:28](C1C=CC(N2CCOCC2)=CC=1)=[O:29])C1C=CC=CC=1.[B+3].[Ba+2].[F-].[F-].[F-].[F-].[F-].[Sr].[O:55]=[Si]=O.